Task: Predict which catalyst facilitates the given reaction.. Dataset: Catalyst prediction with 721,799 reactions and 888 catalyst types from USPTO Reactant: CCN(C(C)C)C(C)C.Cl.Cl.[CH3:12][C@H:13]1[C:21]2[C:20]([N:22]3[CH2:27][CH2:26][NH:25][CH2:24][CH2:23]3)=[N:19][CH:18]=[N:17][C:16]=2[CH2:15][CH2:14]1.[C:28]([O:32][C:33]([N:35]([CH:49]([CH3:51])[CH3:50])[CH2:36][C:37]([C:42]1[CH:47]=[CH:46][C:45]([Cl:48])=[CH:44][CH:43]=1)([OH:41])[C:38](O)=[O:39])=[O:34])([CH3:31])([CH3:30])[CH3:29].F[P-](F)(F)(F)(F)F.N1(OC(N(C)C)=[N+](C)C)C2C=CC=CC=2N=N1. Product: [Cl:48][C:45]1[CH:44]=[CH:43][C:42]([C:37]([OH:41])([C:38]([N:25]2[CH2:26][CH2:27][N:22]([C:20]3[C:21]4[C@H:13]([CH3:12])[CH2:14][CH2:15][C:16]=4[N:17]=[CH:18][N:19]=3)[CH2:23][CH2:24]2)=[O:39])[CH2:36][N:35]([CH:49]([CH3:50])[CH3:51])[C:33](=[O:34])[O:32][C:28]([CH3:30])([CH3:29])[CH3:31])=[CH:47][CH:46]=1. The catalyst class is: 91.